This data is from Orexin1 receptor HTS with 218,158 compounds and 233 confirmed actives. The task is: Binary Classification. Given a drug SMILES string, predict its activity (active/inactive) in a high-throughput screening assay against a specified biological target. (1) The compound is O1CCN(CC1)c1c(NC(=O)c2nc3c(cc2)cccc3)cccc1. The result is 0 (inactive). (2) The molecule is o1c(CN2C(CN(CC2)Cc2c(n(nc2C)C(C)C)C)CCO)ccc1C. The result is 0 (inactive). (3) The result is 0 (inactive). The molecule is O1CCN(CC1)c1ccc(NC2CC(=O)N(C2=O)C(C)C)cc1. (4) The compound is S(=O)(=O)(N1CCCCC1)c1c2c(ccc1)c([N+]([O-])=O)ccc2. The result is 0 (inactive). (5) The drug is s1c(N2CCC(CC2)C(=O)N)nc(c1)c1cc(ccc1)C(=O)C. The result is 0 (inactive). (6) The drug is O1c2c(N(CC(=O)NCCC=3CCCCC3)C(=O)C1)cccc2. The result is 0 (inactive). (7) The compound is S(c1n(CC=C)c(nn1)c1nccnc1)CC(=O)Nc1c(cccc1C)C. The result is 0 (inactive).